Dataset: Full USPTO retrosynthesis dataset with 1.9M reactions from patents (1976-2016). Task: Predict the reactants needed to synthesize the given product. Given the product [C:1]([N:4]1[CH2:9][CH2:8][N:7]([C:20]2[CH:25]=[CH:24][N:23]=[C:22]([NH:26][C:27]3[S:28][C:29]([C:32]4[CH:33]=[N:34][CH:35]=[C:36]([CH:40]=4)[C:37]([OH:39])=[O:38])=[CH:30][N:31]=3)[CH:21]=2)[CH2:6][CH2:5]1)(=[O:3])[CH3:2], predict the reactants needed to synthesize it. The reactants are: [C:1]([N:4]1[CH2:9][CH2:8][NH:7][CH2:6][CH2:5]1)(=[O:3])[CH3:2].C(N(C(C)C)CC)(C)C.Cl[C:20]1[CH:25]=[CH:24][N:23]=[C:22]([NH:26][C:27]2[S:28][C:29]([C:32]3[CH:33]=[N:34][CH:35]=[C:36]([CH:40]=3)[C:37]([OH:39])=[O:38])=[CH:30][N:31]=2)[CH:21]=1.